This data is from Reaction yield outcomes from USPTO patents with 853,638 reactions. The task is: Predict the reaction yield, written as a fraction of the theoretical maximum amount of product (1.0 means a 100% yield; for example, 0.34 means a 34% yield). (1) The reactants are [C:1]([C:5]1[CH:10]=[CH:9][C:8]([CH:11]([CH2:22][C:23]2[CH:28]=[CH:27][C:26]([N+:29]([O-:31])=[O:30])=[CH:25][CH:24]=2)[C:12]([NH:14][C:15]2[CH:20]=[CH:19][C:18](I)=[CH:17][CH:16]=2)=[O:13])=[CH:7][CH:6]=1)([CH3:4])([CH3:3])[CH3:2].O.[O:33]1[C:37](B(O)O)=[CH:36][C:35]2[CH:41]=[CH:42][CH:43]=[CH:44][C:34]1=2.C(=O)([O-])[O-].[Na+].[Na+]. The catalyst is COCCOC.C(O)C. The product is [O:33]1[C:34]2=[CH:44][CH:43]=[CH:42][C:41]2=[CH:35][CH:36]=[C:37]1[C:20]1[CH:19]=[CH:18][CH:17]=[CH:16][C:15]=1[NH:14][C:12](=[O:13])[CH:11]([C:8]1[CH:9]=[CH:10][C:5]([C:1]([CH3:2])([CH3:3])[CH3:4])=[CH:6][CH:7]=1)[CH2:22][C:23]1[CH:24]=[CH:25][C:26]([N+:29]([O-:31])=[O:30])=[CH:27][CH:28]=1. The yield is 0.800. (2) The reactants are C(OC([NH:8][C@H:9]([CH:33]([CH3:35])[CH3:34])[C:10]([O:12][C:13]1[CH:18]=[C:17]([F:19])[CH:16]=[CH:15][C:14]=1/[CH:20]=[C:21]1\[C:22](=[O:32])[N:23]=[C:24]([N:26]2[CH2:31][CH2:30][CH2:29][CH2:28][NH:27]2)[S:25]\1)=[O:11])=O)(C)(C)C.[ClH:36]. The catalyst is O1CCOCC1. The product is [ClH:36].[ClH:36].[NH2:8][C@H:9]([CH:33]([CH3:35])[CH3:34])[C:10]([O:12][C:13]1[CH:18]=[C:17]([F:19])[CH:16]=[CH:15][C:14]=1/[CH:20]=[C:21]1\[C:22](=[O:32])[N:23]=[C:24]([N:26]2[CH2:31][CH2:30][CH2:29][CH2:28][NH:27]2)[S:25]\1)=[O:11]. The yield is 0.760. (3) The reactants are [Cl:1][C:2]1[CH:3]=[C:4]([CH2:9][C:10]#[N:11])[CH:5]=[CH:6][C:7]=1[Cl:8].C([Li])CCC.[CH3:17][O:18][C:19]1[N:26]=[CH:25][CH:24]=[CH:23][C:20]=1[CH:21]=[O:22].C(O)(=O)C. The catalyst is C1COCC1.C(OCC)C. The product is [Cl:1][C:2]1[CH:3]=[C:4]([CH:9]([CH:21]([OH:22])[C:20]2[C:19]([O:18][CH3:17])=[N:26][CH:25]=[CH:24][CH:23]=2)[C:10]#[N:11])[CH:5]=[CH:6][C:7]=1[Cl:8]. The yield is 0.920. (4) The reactants are [C:1]([C:3]1[CH:8]=[CH:7][CH:6]=[CH:5][C:4]=1[S:9]([N:12]1[C:16]([C:17]2[C:18]([C:23]#[N:24])=[N:19][CH:20]=[CH:21][CH:22]=2)=[CH:15][C:14]([CH2:25][N:26](C)[C:27](=O)OC(C)(C)C)=[CH:13]1)(=[O:11])=[O:10])#[N:2].C(OCC)(=O)C.[ClH:41]. The catalyst is C(OCC)(=O)C.C(O)C. The product is [ClH:41].[C:1]([C:3]1[CH:8]=[CH:7][CH:6]=[CH:5][C:4]=1[S:9]([N:12]1[CH:13]=[C:14]([CH2:25][NH:26][CH3:27])[CH:15]=[C:16]1[C:17]1[C:18]([C:23]#[N:24])=[N:19][CH:20]=[CH:21][CH:22]=1)(=[O:11])=[O:10])#[N:2]. The yield is 0.890. (5) The reactants are Br[C:2]1[CH:16]=[N:15][C:5]2[NH:6][C:7]3[CH:12]=[N:11][C:10]([C:13]#[N:14])=[CH:9][C:8]=3[C:4]=2[CH:3]=1.[Cl-].[Li+].CCN(C(C)C)C(C)C.C([Sn](CCCC)(CCCC)[C:33]1[O:34][CH:35]=[CH:36][N:37]=1)CCC.[F-].[K+]. The catalyst is CN(C=O)C.C1C=CC([P]([Pd]([P](C2C=CC=CC=2)(C2C=CC=CC=2)C2C=CC=CC=2)([P](C2C=CC=CC=2)(C2C=CC=CC=2)C2C=CC=CC=2)[P](C2C=CC=CC=2)(C2C=CC=CC=2)C2C=CC=CC=2)(C2C=CC=CC=2)C2C=CC=CC=2)=CC=1. The product is [O:34]1[CH:35]=[CH:36][N:37]=[C:33]1[C:2]1[CH:16]=[N:15][C:5]2[NH:6][C:7]3[CH:12]=[N:11][C:10]([C:13]#[N:14])=[CH:9][C:8]=3[C:4]=2[CH:3]=1. The yield is 0.450. (6) The reactants are [F:1][C:2]([F:21])([F:20])[C:3]1[CH:4]=[C:5]([NH:13][CH2:14][C:15]([O:17]CC)=[O:16])[CH:6]=[C:7]([C:9]([F:12])([F:11])[F:10])[CH:8]=1.[OH-].[Li+].O1CCOCC1. The catalyst is O. The product is [F:1][C:2]([F:20])([F:21])[C:3]1[CH:4]=[C:5]([NH:13][CH2:14][C:15]([OH:17])=[O:16])[CH:6]=[C:7]([C:9]([F:12])([F:11])[F:10])[CH:8]=1. The yield is 0.850.